This data is from Catalyst prediction with 721,799 reactions and 888 catalyst types from USPTO. The task is: Predict which catalyst facilitates the given reaction. (1) Reactant: [CH:1]12[CH2:10][CH:5]3[CH2:6][CH:7]([CH2:9][CH:3]([CH2:4]3)[CH:2]1[CH:11]([O:26]CC1C=CC=CC=1)[C:12]1[CH:24]=[CH:23][C:15]([C:16]([NH:18][S:19]([CH3:22])(=[O:21])=[O:20])=[O:17])=[CH:14][C:13]=1[Cl:25])[CH2:8]2. Product: [CH:1]12[CH2:10][CH:5]3[CH2:6][CH:7]([CH2:9][CH:3]([CH2:4]3)[CH:2]1[CH:11]([OH:26])[C:12]1[CH:24]=[CH:23][C:15]([C:16]([NH:18][S:19]([CH3:22])(=[O:21])=[O:20])=[O:17])=[CH:14][C:13]=1[Cl:25])[CH2:8]2. The catalyst class is: 381. (2) The catalyst class is: 10. Product: [CH:1]1([C:6]2[N:11]=[N:10][C:9]([C:12]3[C:20]4[C:15](=[N:16][CH:17]=[CH:18][CH:19]=4)[N:14]([CH2:21][C:22]4[CH:27]=[CH:26][CH:25]=[CH:24][C:23]=4[F:28])[N:13]=3)=[N:8][C:7]=2[NH2:35])[CH2:5][CH2:4][CH2:3][CH2:2]1. Reactant: [CH:1]1([C:6]2[N:11]=[N:10][C:9]([C:12]3[C:20]4[C:15](=[N:16][CH:17]=[CH:18][CH:19]=4)[N:14]([CH2:21][C:22]4[CH:27]=[CH:26][CH:25]=[CH:24][C:23]=4[F:28])[N:13]=3)=[N:8][C:7]=2O)[CH2:5][CH2:4][CH2:3][CH2:2]1.P(Cl)(Cl)(Cl)=O.[NH3:35]. (3) Reactant: C[O:2][C:3]1[CH:4]=[C:5]2[C:10](=[CH:11][CH:12]=1)[C:9]([CH3:14])([CH3:13])[CH2:8][CH2:7][CH2:6]2.B(Br)(Br)Br. Product: [CH3:13][C:9]1([CH3:14])[CH2:8][CH2:7][CH2:6][C:5]2[CH:4]=[C:3]([OH:2])[CH:12]=[CH:11][C:10]1=2. The catalyst class is: 2.